Predict the reactants needed to synthesize the given product. From a dataset of Full USPTO retrosynthesis dataset with 1.9M reactions from patents (1976-2016). (1) Given the product [O:12]1[CH:16]=[CH:15][CH:14]=[C:13]1[C:17]1[N:20]=[C:21]([NH2:23])[N:22]=[C:10]([NH2:11])[C:9]=1[C:6]1[CH:7]=[CH:8][N:3]=[CH:4][CH:5]=1, predict the reactants needed to synthesize it. The reactants are: [Na].Cl.[N:3]1[CH:8]=[CH:7][C:6]([CH2:9][C:10]#[N:11])=[CH:5][CH:4]=1.[O:12]1[CH:16]=[CH:15][CH:14]=[C:13]1[CH:17]=O.Cl.[NH2:20][C:21]([NH2:23])=[NH:22]. (2) Given the product [CH3:25][C:22]1[CH:21]=[CH:20][C:19]([CH:8]([C:5]2[CH:4]=[CH:3][C:2]([CH3:1])=[CH:7][CH:6]=2)[C:9]2[S:13][C:12]([C:14]([OH:16])=[O:15])=[CH:11][CH:10]=2)=[CH:24][CH:23]=1, predict the reactants needed to synthesize it. The reactants are: [CH3:1][C:2]1[CH:7]=[CH:6][C:5]([CH:8]([C:19]2[CH:24]=[CH:23][C:22]([CH3:25])=[CH:21][CH:20]=2)[C:9]2[S:13][C:12]([C:14]([O:16]CC)=[O:15])=[CH:11][CH:10]=2)=[CH:4][CH:3]=1. (3) Given the product [CH:8]1([CH2:7][N:6]2[C:2]([C:28]3[CH:27]=[C:26]([C:22]([CH3:24])([CH3:23])[CH3:25])[CH:31]=[C:30]([C:32]([CH3:35])([CH3:34])[CH3:33])[CH:29]=3)=[CH:3][C:4]([S:15]([NH:18][CH:19]3[CH2:21][CH2:20]3)(=[O:17])=[O:16])=[C:5]2[CH3:14])[CH2:13][CH2:12][CH2:11][CH2:10][CH2:9]1, predict the reactants needed to synthesize it. The reactants are: Br[C:2]1[N:6]([CH2:7][CH:8]2[CH2:13][CH2:12][CH2:11][CH2:10][CH2:9]2)[C:5]([CH3:14])=[C:4]([S:15]([NH:18][CH:19]2[CH2:21][CH2:20]2)(=[O:17])=[O:16])[CH:3]=1.[C:22]([C:26]1[CH:27]=[C:28](B(O)O)[CH:29]=[C:30]([C:32]([CH3:35])([CH3:34])[CH3:33])[CH:31]=1)([CH3:25])([CH3:24])[CH3:23].C([O-])([O-])=O.[K+].[K+]. (4) Given the product [NH2:59][CH2:58][CH2:57][CH2:56][NH:55][CH2:54][CH2:53][NH:52][S:49]([C:46]1[CH:45]=[CH:44][C:43]([O:42][CH2:37][CH2:38][CH2:39][CH2:40][CH3:41])=[CH:48][CH:47]=1)(=[O:51])=[O:50], predict the reactants needed to synthesize it. The reactants are: NCCNS(C1C=CC(OCCCCC)=CC=1)(=O)=O.BrCCNC(=O)OC(C)(C)C.C(=O)([O-])[O-].[K+].[K+].[CH2:37]([O:42][C:43]1[CH:48]=[CH:47][C:46]([S:49]([NH:52][CH2:53][CH2:54][NH:55][CH2:56][CH2:57][CH2:58][NH:59]C(=O)OC(C)(C)C)(=[O:51])=[O:50])=[CH:45][CH:44]=1)[CH2:38][CH2:39][CH2:40][CH3:41]. (5) Given the product [F:40][C:41]1[CH:46]=[CH:45][CH:44]=[CH:43][C:42]=1[C:47]1[CH2:52][CH2:51][N:50]([C:15]([C:13]2[CH:12]=[CH:11][CH:10]=[C:9]([N:6]3[CH2:5][CH2:4][N:3]([CH3:2])[CH2:8][CH2:7]3)[N:14]=2)=[O:17])[CH2:49][CH:48]=1, predict the reactants needed to synthesize it. The reactants are: Cl.[CH3:2][N:3]1[CH2:8][CH2:7][N:6]([C:9]2[N:14]=[C:13]([C:15]([OH:17])=O)[CH:12]=[CH:11][CH:10]=2)[CH2:5][CH2:4]1.C(Cl)(=O)C(Cl)=O.CN1CCN(C2N=C(C(Cl)=O)C=CC=2)CC1.[F:40][C:41]1[CH:46]=[CH:45][CH:44]=[CH:43][C:42]=1[C:47]1[CH2:48][CH2:49][NH:50][CH2:51][CH:52]=1.C(N(CC)CC)C. (6) Given the product [NH2:7][C@H:8]([CH2:28][C:29]1[CH:34]=[CH:33][C:32]([Cl:35])=[CH:31][C:30]=1[Cl:36])[C:9]([N:10]1[CH2:11][CH2:12][CH:13]([O:16][C:17]2[CH:22]=[CH:21][CH:20]=[CH:19][C:18]=2[C:23]([F:25])([F:26])[F:24])[CH2:14][CH2:15]1)=[O:27], predict the reactants needed to synthesize it. The reactants are: C(OC(=O)[NH:7][C@H:8]([CH2:28][C:29]1[CH:34]=[CH:33][C:32]([Cl:35])=[CH:31][C:30]=1[Cl:36])[C:9](=[O:27])[N:10]1[CH2:15][CH2:14][CH:13]([O:16][C:17]2[CH:22]=[CH:21][CH:20]=[CH:19][C:18]=2[C:23]([F:26])([F:25])[F:24])[CH2:12][CH2:11]1)(C)(C)C.Cl. (7) Given the product [Si:1]([O:8][C@@H:9]1[CH2:13][N:12]([C:14]2[C:18]([N+:21]([O-:23])=[O:22])=[CH:17][N:16]([CH3:19])[N:15]=2)[C:11](=[O:20])[CH2:10]1)([C:4]([CH3:7])([CH3:6])[CH3:5])([CH3:2])[CH3:3], predict the reactants needed to synthesize it. The reactants are: [Si:1]([O:8][C@@H:9]1[CH2:13][N:12]([C:14]2[CH:18]=[CH:17][N:16]([CH3:19])[N:15]=2)[C:11](=[O:20])[CH2:10]1)([C:4]([CH3:7])([CH3:6])[CH3:5])([CH3:3])[CH3:2].[N+:21]([O-])([OH:23])=[O:22].C(=O)([O-])O.[Na+].